Predict which catalyst facilitates the given reaction. From a dataset of Catalyst prediction with 721,799 reactions and 888 catalyst types from USPTO. (1) Reactant: [N:1]12[CH2:8][CH2:7][CH:4]([CH2:5][CH2:6]1)[C@@H:3]([O:9][C:10]1[CH:15]=[CH:14][C:13]([C:16]3[CH:21]=[CH:20][C:19]([CH3:22])=[C:18]([NH2:23])[CH:17]=3)=[CH:12][CH:11]=1)[CH2:2]2.[C:24]([OH:31])(=[O:30])/[CH:25]=[CH:26]/[C:27]([OH:29])=[O:28]. Product: [C:24]([OH:31])(=[O:30])/[CH:25]=[CH:26]/[C:27]([OH:29])=[O:28].[N:1]12[CH2:6][CH2:5][CH:4]([CH2:7][CH2:8]1)[C@@H:3]([O:9][C:10]1[CH:11]=[CH:12][C:13]([C:16]3[CH:21]=[CH:20][C:19]([CH3:22])=[C:18]([NH2:23])[CH:17]=3)=[CH:14][CH:15]=1)[CH2:2]2. The catalyst class is: 336. (2) Reactant: [CH3:1][O:2][C:3]1[CH:4]=[C:5]2[C:9](=[CH:10][CH:11]=1)[NH:8][CH2:7][CH2:6]2.[C:12](OC(=O)C)(=[O:14])[CH3:13]. Product: [C:12]([N:8]1[C:9]2[C:5](=[CH:4][C:3]([O:2][CH3:1])=[CH:11][CH:10]=2)[CH2:6][CH2:7]1)(=[O:14])[CH3:13]. The catalyst class is: 15. (3) Reactant: [C:9](O[C:9]([O:11][C:12]([CH3:15])([CH3:14])[CH3:13])=[O:10])([O:11][C:12]([CH3:15])([CH3:14])[CH3:13])=[O:10].C(=O)([O-])O.[Na+].Cl.[NH2:22][C@@H:23]([CH2:28][C:29]1[CH:34]=[CH:33][CH:32]=[CH:31][CH:30]=1)[C:24](=[O:27])[CH2:25][Cl:26]. Product: [C:12]([O:11][C:9]([NH:22][C@@H:23]([CH2:28][C:29]1[CH:34]=[CH:33][CH:32]=[CH:31][CH:30]=1)[C:24](=[O:27])[CH2:25][Cl:26])=[O:10])([CH3:13])([CH3:14])[CH3:15]. The catalyst class is: 5. (4) Reactant: [C:1]([O:5][C:6]([N:8]1[CH2:13][CH2:12][CH:11]([C:14]2[CH:19]=[CH:18][C:17]([CH:20]([C:22](O)=[O:23])[CH3:21])=[CH:16][CH:15]=2)[CH2:10][CH2:9]1)=[O:7])([CH3:4])([CH3:3])[CH3:2].CC[N:27]([CH:31]([CH3:33])[CH3:32])C(C)C.CN(C(ON1N=NC2C=CC=CC1=2)=[N+](C)C)C.[B-](F)(F)(F)F.C1(N)CC1. Product: [C:1]([O:5][C:6]([N:8]1[CH2:13][CH2:12][CH:11]([C:14]2[CH:15]=[CH:16][C:17]([CH:20]([C:22](=[O:23])[NH:27][CH:31]3[CH2:33][CH2:32]3)[CH3:21])=[CH:18][CH:19]=2)[CH2:10][CH2:9]1)=[O:7])([CH3:3])([CH3:4])[CH3:2]. The catalyst class is: 18. (5) Reactant: [NH2:1][C:2]1[CH:23]=[CH:22][C:5]2[C:6]3[C:19]([O:20][CH3:21])=[CH:18][CH:17]=[CH:16][C:7]=3[O:8][CH:9]([C:10]3[CH:15]=[CH:14][CH:13]=[CH:12][CH:11]=3)[C:4]=2[CH:3]=1.N1C=CC=CC=1.[CH3:30][S:31](Cl)(=[O:33])=[O:32]. Product: [CH3:21][O:20][C:19]1[C:6]2[C:5]3[CH:22]=[CH:23][C:2]([NH:1][S:31]([CH3:30])(=[O:33])=[O:32])=[CH:3][C:4]=3[CH:9]([C:10]3[CH:11]=[CH:12][CH:13]=[CH:14][CH:15]=3)[O:8][C:7]=2[CH:16]=[CH:17][CH:18]=1. The catalyst class is: 22. (6) Product: [CH3:33][C:29]1[N:30]=[CH:31][O:32][C:28]=1[CH2:27][NH:26][C:17]([C:14]1[CH:13]=[C:12]([NH:11][C:9](=[O:10])[C:8]2[CH:20]=[C:21]([F:25])[C:22]([F:24])=[CH:23][C:7]=2[Cl:6])[NH:16][N:15]=1)=[O:19]. Reactant: [N-]1C=CN=C1.[Cl:6][C:7]1[CH:23]=[C:22]([F:24])[C:21]([F:25])=[CH:20][C:8]=1[C:9]([NH:11][C:12]1[NH:16][N:15]=[C:14]([C:17]([OH:19])=O)[CH:13]=1)=[O:10].[NH2:26][CH2:27][C:28]1[O:32][CH:31]=[N:30][C:29]=1[CH3:33].C(=O)([O-])O.[Na+].O. The catalyst class is: 9. (7) Reactant: [F:1][C:2]([F:15])([F:14])[C:3](=O)[CH2:4][C:5]([C:7]1[CH:12]=[CH:11][CH:10]=[CH:9][N:8]=1)=O.S(O)(O)(=O)=O.[CH3:21][S:22][C:23](=[NH:25])[NH2:24].[O-]CC.[Na+]. Product: [F:1][C:2]([F:15])([F:14])[C:3]1[CH:4]=[C:5]([C:7]2[CH:12]=[CH:11][CH:10]=[CH:9][N:8]=2)[N:25]=[C:23]([S:22][CH3:21])[N:24]=1. The catalyst class is: 8.